This data is from Full USPTO retrosynthesis dataset with 1.9M reactions from patents (1976-2016). The task is: Predict the reactants needed to synthesize the given product. (1) Given the product [CH2:1]([O:3][C:4]1[CH:5]=[C:6]([NH:13][N+:14]([O-:16])=[O:15])[N:7]=[N:8][C:9]=1[O:10][CH2:11][CH3:12])[CH3:2], predict the reactants needed to synthesize it. The reactants are: [CH2:1]([O:3][C:4]1[CH:5]=[C:6]([NH2:13])[N:7]=[N:8][C:9]=1[O:10][CH2:11][CH3:12])[CH3:2].[N+:14]([O-])([OH:16])=[O:15]. (2) Given the product [C:29]([C:27]1[CH:28]=[C:19]2[C:18]([C:16]([OH:31])=[O:17])=[CH:23][CH:22]=[C:21]([O:24][CH3:25])[N:20]2[N:26]=1)#[N:30], predict the reactants needed to synthesize it. The reactants are: CC(=CC)C.Cl([O-])=O.[Na+].P([O-])(O)(O)=O.[Na+].[CH:16]([C:18]1[C:19]2[N:20]([N:26]=[C:27]([C:29]#[N:30])[CH:28]=2)[C:21]([O:24][CH3:25])=[CH:22][CH:23]=1)=[O:17].[OH-:31].[Na+]. (3) The reactants are: [CH3:1][CH2:2][CH2:3][CH2:4][CH2:5]/[CH:6]=[CH:7]\[CH2:8]/[CH:9]=[CH:10]\[CH2:11][CH2:12][CH2:13][CH2:14][CH2:15][CH2:16][CH2:17][C:18]([OH:20])=[O:19].CCCCCC=CCC=CCCCCCCCC(O)=O. Given the product [CH3:1][CH2:2][CH2:3][CH2:4][CH2:5][CH2:6][CH2:7][CH2:8]/[CH:9]=[CH:10]\[CH2:11][CH2:12][CH2:13][CH2:14][CH2:15][CH2:16][CH2:17][C:18]([OH:20])=[O:19], predict the reactants needed to synthesize it. (4) Given the product [C:2]([O:6][C:7](=[O:14])[C@@H:8]([NH:9][C:37](=[O:38])[C@@H:35]([NH:34][C:32]([O:31][CH2:24][C:25]1[CH:30]=[CH:29][CH:28]=[CH:27][CH:26]=1)=[O:33])[CH3:36])[CH2:10][CH:11]([CH3:12])[CH3:13])([CH3:5])([CH3:4])[CH3:3], predict the reactants needed to synthesize it. The reactants are: Cl.[C:2]([O:6][C:7](=[O:14])[C@H:8]([CH2:10][CH:11]([CH3:13])[CH3:12])[NH2:9])([CH3:5])([CH3:4])[CH3:3].C(N(CC)C(C)C)(C)C.[CH2:24]([O:31][C:32]([NH:34][C@H:35]([C:37](O)=[O:38])[CH3:36])=[O:33])[C:25]1[CH:30]=[CH:29][CH:28]=[CH:27][CH:26]=1.CN(C(ON1N=NC2C=CC=NC1=2)=[N+](C)C)C.F[P-](F)(F)(F)(F)F. (5) The reactants are: [CH2:1]([N:8]1[CH2:13][CH2:12][O:11][C@H:10]([CH2:14][O:15][C:16]2[CH:21]=[CH:20][C:19](Br)=[CH:18][CH:17]=2)[CH2:9]1)[C:2]1[CH:7]=[CH:6][CH:5]=[CH:4][CH:3]=1.[CH3:23][C:24]1[CH:29]=[C:28](B2OC(C)(C)C(C)(C)O2)[CH:27]=[CH:26][N:25]=1.C(=O)([O-])[O-].[K+].[K+]. Given the product [CH2:1]([N:8]1[CH2:13][CH2:12][O:11][C@H:10]([CH2:14][O:15][C:16]2[CH:21]=[CH:20][C:19]([C:28]3[CH:27]=[CH:26][N:25]=[C:24]([CH3:23])[CH:29]=3)=[CH:18][CH:17]=2)[CH2:9]1)[C:2]1[CH:7]=[CH:6][CH:5]=[CH:4][CH:3]=1, predict the reactants needed to synthesize it. (6) Given the product [Br:1][C:2]1[CH:10]=[CH:9][C:5]([C:6]([O:13][CH3:12])=[O:7])=[C:4]([F:11])[CH:3]=1, predict the reactants needed to synthesize it. The reactants are: [Br:1][C:2]1[CH:10]=[CH:9][C:5]([C:6](Cl)=[O:7])=[C:4]([F:11])[CH:3]=1.[CH3:12][OH:13].